This data is from Catalyst prediction with 721,799 reactions and 888 catalyst types from USPTO. The task is: Predict which catalyst facilitates the given reaction. (1) Product: [C:1]([O:5][C:6]([N:8]([CH2:26][C:27]1([C:31]2[C:36]([F:37])=[CH:35][CH:34]=[CH:33][N:32]=2)[CH2:30][CH2:29][CH2:28]1)[C:9]1[N:14]=[N:13][C:12]([CH:15]2[N:19]=[C:18]([O:20][CH3:38])[CH:17]([C:21]([O:23][CH2:24][CH3:25])=[O:22])[S:16]2)=[CH:11][CH:10]=1)=[O:7])([CH3:2])([CH3:3])[CH3:4]. Reactant: [C:1]([O:5][C:6]([N:8]([CH2:26][C:27]1([C:31]2[C:36]([F:37])=[CH:35][CH:34]=[CH:33][N:32]=2)[CH2:30][CH2:29][CH2:28]1)[C:9]1[N:14]=[N:13][C:12]([CH:15]2[N:19]=[C:18]([OH:20])[CH:17]([C:21]([O:23][CH2:24][CH3:25])=[O:22])[S:16]2)=[CH:11][CH:10]=1)=[O:7])([CH3:4])([CH3:3])[CH3:2].[CH3:38]I.[H-].[Na+]. The catalyst class is: 3. (2) The catalyst class is: 9. Reactant: [CH:1]([N:4]1[CH2:9][CH2:8][N:7]([C:10]([C:12]2[CH:13]=[C:14]3[C:18](=[CH:19][CH:20]=2)[NH:17][C:16]([C:21]([OH:23])=O)=[CH:15]3)=[O:11])[CH2:6][CH2:5]1)([CH3:3])[CH3:2].Cl.F[B-](F)(F)F.N1(OC(N(C)C)=[N+](C)C)C2C=CC=CC=2N=N1.[CH3:47][NH:48][CH2:49][C:50]1[CH:55]=[CH:54][CH:53]=[CH:52][CH:51]=1.C(N(CC)C(C)C)(C)C. Product: [CH2:49]([N:48]([CH3:47])[C:21]([C:16]1[NH:17][C:18]2[C:14]([CH:15]=1)=[CH:13][C:12]([C:10]([N:7]1[CH2:8][CH2:9][N:4]([CH:1]([CH3:3])[CH3:2])[CH2:5][CH2:6]1)=[O:11])=[CH:20][CH:19]=2)=[O:23])[C:50]1[CH:55]=[CH:54][CH:53]=[CH:52][CH:51]=1.